Task: Predict which catalyst facilitates the given reaction.. Dataset: Catalyst prediction with 721,799 reactions and 888 catalyst types from USPTO Product: [SH:12][C:13]1[CH:20]=[CH:19][CH:18]=[CH:17][C:14]=1[C:15]#[N:16]. Reactant: [Cl-].[Al+3].[Cl-].[Cl-].C([S:12][C:13]1[CH:20]=[CH:19][CH:18]=[CH:17][C:14]=1[C:15]#[N:16])C1C=CC=CC=1.[OH-].[Na+].Cl. The catalyst class is: 48.